Dataset: Catalyst prediction with 721,799 reactions and 888 catalyst types from USPTO. Task: Predict which catalyst facilitates the given reaction. (1) Reactant: [F:1][C:2]1[C:3]([OH:13])=[C:4]([CH:9]=[CH:10][C:11]=1[F:12])[C:5]([NH:7]O)=[O:6].C(C1NC=CN=1)(C1NC=CN=1)=O. Product: [F:12][C:11]1[CH:10]=[CH:9][C:4]2[C:5](=[O:6])[NH:7][O:13][C:3]=2[C:2]=1[F:1]. The catalyst class is: 1. (2) Reactant: [F:1][C:2]([F:24])([F:23])[C:3]1[CH:4]=[CH:5][C:6]([O:9][C:10]2[CH:11]=[C:12]3[C:17](=[CH:18][CH:19]=2)[N:16]=[C:15]([C:20](O)=[O:21])[CH:14]=[CH:13]3)=[N:7][CH:8]=1.F[B-](F)(F)F.N1(OC(N(C)C)=[N+](C)C)C2C=CC=CC=2N=N1.C(N(CC)CC)C.[F:54][C:55]([F:63])([F:62])[CH:56]1[CH2:61][NH:60][CH2:59][CH2:58][NH:57]1. Product: [F:54][C:55]([F:63])([F:62])[CH:56]1[NH:57][CH2:58][CH2:59][N:60]([C:20]([C:15]2[CH:14]=[CH:13][C:12]3[C:17](=[CH:18][CH:19]=[C:10]([O:9][C:6]4[CH:5]=[CH:4][C:3]([C:2]([F:24])([F:23])[F:1])=[CH:8][N:7]=4)[CH:11]=3)[N:16]=2)=[O:21])[CH2:61]1. The catalyst class is: 376. (3) Reactant: [B-](F)(F)(F)F.CN(C(O[N:14]1[C:19](=O)[CH:18]=[CH:17][CH:16]=C1)=[N+](C)C)C.C(N(C(C)C)CC)(C)C.[CH2:30]([O:37][C:38]1[CH:39]=[C:40]([C:44]2[C:48]([C:49]3[CH:54]=[CH:53][N:52]=[C:51]([NH:55][C:56]4[CH:64]=[CH:63][C:59]([C:60]([OH:62])=O)=[CH:58][CH:57]=4)[N:50]=3)=[CH:47][NH:46][N:45]=2)[CH:41]=[CH:42][CH:43]=1)[C:31]1[CH:36]=[CH:35][CH:34]=[CH:33][CH:32]=1.N1CCCC1. Product: [CH2:30]([O:37][C:38]1[CH:39]=[C:40]([C:44]2[C:48]([C:49]3[CH:54]=[CH:53][N:52]=[C:51]([NH:55][C:56]4[CH:64]=[CH:63][C:59]([C:60]([N:14]5[CH2:16][CH2:17][CH2:18][CH2:19]5)=[O:62])=[CH:58][CH:57]=4)[N:50]=3)=[CH:47][NH:46][N:45]=2)[CH:41]=[CH:42][CH:43]=1)[C:31]1[CH:32]=[CH:33][CH:34]=[CH:35][CH:36]=1. The catalyst class is: 675.